From a dataset of Reaction yield outcomes from USPTO patents with 853,638 reactions. Predict the reaction yield, written as a fraction of the theoretical maximum amount of product (1.0 means a 100% yield; for example, 0.34 means a 34% yield). (1) The reactants are [Cl:1][CH:2]([CH3:28])[CH:3]([NH:15][C:16]([CH:18]1[CH2:24][CH2:23][CH:22]([CH2:25][CH2:26][CH3:27])[CH2:21][CH2:20][NH:19]1)=[O:17])[CH:4]1[CH:9]([OH:10])[CH:8]([OH:11])[CH:7]([OH:12])[CH:6]([S:13][CH3:14])[O:5]1.[N+](C1C=CC([O:38][C:39](=O)[O:40][CH2:41][C:42]2[O:43][C:44](=[O:48])[O:45][C:46]=2[CH3:47])=CC=1)([O-])=O. The catalyst is CN(C=O)C. The product is [CH3:47][C:46]1[O:45][C:44](=[O:48])[O:43][C:42]=1[CH2:41][O:40][C:39]([N:19]1[CH2:20][CH2:21][CH:22]([CH2:25][CH2:26][CH3:27])[CH2:23][CH2:24][CH:18]1[C:16](=[O:17])[NH:15][CH:3]([CH:4]1[CH:9]([OH:10])[CH:8]([OH:11])[CH:7]([OH:12])[CH:6]([S:13][CH3:14])[O:5]1)[CH:2]([Cl:1])[CH3:28])=[O:38]. The yield is 0.330. (2) The reactants are I[CH2:2][C@@H:3]([CH3:16])[CH2:4][N:5]1[C:14]2[C:9](=[CH:10][CH:11]=[CH:12][CH:13]=2)[CH2:8][CH2:7][C:6]1=[O:15].[CH:17](=[C:21]1[CH2:26][CH2:25][NH:24][CH2:23][CH2:22]1)[CH2:18][CH2:19][CH3:20]. The catalyst is CC#N. The product is [CH:17](=[C:21]1[CH2:26][CH2:25][N:24]([CH2:2][C@@H:3]([CH3:16])[CH2:4][N:5]2[C:14]3[C:9](=[CH:10][CH:11]=[CH:12][CH:13]=3)[CH2:8][CH2:7][C:6]2=[O:15])[CH2:23][CH2:22]1)[CH2:18][CH2:19][CH3:20]. The yield is 0.670. (3) The reactants are [NH2:1][C:2]1[CH:3]=[C:4]([CH:21]=[CH:22][CH:23]=1)[O:5][C:6]1[CH:7]=[CH:8][C:9]2[N:10]([CH:12]=[C:13]([NH:15][C:16]([CH:18]3[CH2:20][CH2:19]3)=[O:17])[N:14]=2)[N:11]=1.[F:24][C:25]([F:36])([F:35])[C:26]1[N:31]=[C:30]([C:32](O)=[O:33])[CH:29]=[CH:28][N:27]=1.Cl.CN(C)CCCN=C=NCC.ON1C2C=CC=CC=2N=N1. The catalyst is CN(C)C=O. The product is [CH:18]1([C:16]([NH:15][C:13]2[N:14]=[C:9]3[CH:8]=[CH:7][C:6]([O:5][C:4]4[CH:3]=[C:2]([NH:1][C:32]([C:30]5[CH:29]=[CH:28][N:27]=[C:26]([C:25]([F:36])([F:24])[F:35])[N:31]=5)=[O:33])[CH:23]=[CH:22][CH:21]=4)=[N:11][N:10]3[CH:12]=2)=[O:17])[CH2:20][CH2:19]1. The yield is 0.540. (4) The reactants are [Br:1][C:2]1[S:6][C:5]2=[C:7]([CH2:10][OH:11])[N:8]=[CH:9][N:4]2[CH:3]=1. The catalyst is ClCCl.[O-2].[O-2].[Mn+4]. The product is [Br:1][C:2]1[S:6][C:5]2=[C:7]([CH:10]=[O:11])[N:8]=[CH:9][N:4]2[CH:3]=1. The yield is 0.930. (5) The reactants are [C:1]([C:3]1[CH:4]=[C:5]([CH:9]=[CH:10][C:11]=1[O:12][CH:13]([CH3:15])[CH3:14])[C:6]([OH:8])=O)#[N:2].C1C=CC2N(O)N=NC=2C=1.C(Cl)CCl.O[NH:31][C:32]([C:34]1[CH:35]=[CH:36][C:37]2[O:41][CH:40]=[CH:39][C:38]=2[CH:42]=1)=[NH:33]. The catalyst is CN(C=O)C.C([O-])(O)=O.[Na+]. The product is [O:41]1[C:37]2[CH:36]=[CH:35][C:34]([C:32]3[N:31]=[C:6]([C:5]4[CH:9]=[CH:10][C:11]([O:12][CH:13]([CH3:15])[CH3:14])=[C:3]([CH:4]=4)[C:1]#[N:2])[O:8][N:33]=3)=[CH:42][C:38]=2[CH:39]=[CH:40]1. The yield is 0.440. (6) The product is [NH2:1][C:2]1[N:10]=[CH:9][N:8]=[C:7]2[C:3]=1[N:4]=[CH:5][N:6]2[C@H:11]1[C@H:15]([OH:16])[C@H:14]([OH:17])[C@@H:13]([CH2:18][Cl:28])[O:12]1. The catalyst is C(#N)C. The reactants are [NH2:1][C:2]1[N:10]=[CH:9][N:8]=[C:7]2[C:3]=1[N:4]=[CH:5][N:6]2[C@H:11]1[C@H:15]([OH:16])[C@H:14]([OH:17])[C@@H:13]([CH2:18]O)[O:12]1.N1C=CC=CC=1.O=S(Cl)[Cl:28].CO. The yield is 0.860.